From a dataset of CYP2C9 inhibition data for predicting drug metabolism from PubChem BioAssay. Regression/Classification. Given a drug SMILES string, predict its absorption, distribution, metabolism, or excretion properties. Task type varies by dataset: regression for continuous measurements (e.g., permeability, clearance, half-life) or binary classification for categorical outcomes (e.g., BBB penetration, CYP inhibition). Dataset: cyp2c9_veith. (1) The compound is CC(NC(=O)CN1CCCC1)C12CC3CC(CC(C3)C1)C2.Cl. The result is 0 (non-inhibitor). (2) The molecule is Cc1ccc(COc2coc(CO)cc2=O)cc1. The result is 0 (non-inhibitor).